This data is from Full USPTO retrosynthesis dataset with 1.9M reactions from patents (1976-2016). The task is: Predict the reactants needed to synthesize the given product. (1) Given the product [F:28][C:23]1[CH:24]=[CH:25][CH:26]=[CH:27][C:22]=1[C:20]#[C:21][C:2]1[CH:3]=[N:4][CH:5]=[C:6]([CH:19]=1)[C:7]([N:9]=[S@@:10]([CH3:18])(=[O:17])[C:11]1[CH:16]=[CH:15][CH:14]=[CH:13][CH:12]=1)=[O:8], predict the reactants needed to synthesize it. The reactants are: Br[C:2]1[CH:3]=[N:4][CH:5]=[C:6]([CH:19]=1)[C:7]([N:9]=[S@@:10]([CH3:18])(=[O:17])[C:11]1[CH:16]=[CH:15][CH:14]=[CH:13][CH:12]=1)=[O:8].[C:20]([C:22]1[CH:27]=[CH:26][CH:25]=[CH:24][C:23]=1[F:28])#[CH:21].C(N(CC)CC)C. (2) Given the product [CH:1]1([C:7]2[C:8]3[CH:9]=[CH:10][C:11]([C:40]([OH:42])=[O:41])=[CH:12][C:13]=3[N:14]3[CH2:20][C:19]([C:21]4[O:25][CH:24]=[N:23][C:22]=4[C:26]([N:28]4[CH2:33][CH2:32][O:31][CH2:30][CH2:29]4)=[O:27])=[CH:18][C:17]4[CH:34]=[C:35]([O:38][CH3:39])[CH:36]=[CH:37][C:16]=4[C:15]=23)[CH2:2][CH2:3][CH2:4][CH2:5][CH2:6]1, predict the reactants needed to synthesize it. The reactants are: [CH:1]1([C:7]2[C:8]3[CH:9]=[CH:10][C:11]([C:40]([O:42]C(C)(C)C)=[O:41])=[CH:12][C:13]=3[N:14]3[CH2:20][C:19]([C:21]4[O:25][CH:24]=[N:23][C:22]=4[C:26]([N:28]4[CH2:33][CH2:32][O:31][CH2:30][CH2:29]4)=[O:27])=[CH:18][C:17]4[CH:34]=[C:35]([O:38][CH3:39])[CH:36]=[CH:37][C:16]=4[C:15]=23)[CH2:6][CH2:5][CH2:4][CH2:3][CH2:2]1.C(O)(C(F)(F)F)=O. (3) Given the product [ClH:28].[CH2:16]([C:13]1[CH:14]=[CH:15][C:10]([N:8]([CH2:7][C:6]([OH:20])=[O:5])[CH3:9])=[CH:11][CH:12]=1)[CH2:17][CH2:18][CH3:19], predict the reactants needed to synthesize it. The reactants are: C([O:5][C:6](=[O:20])[CH2:7][N:8]([C:10]1[CH:15]=[CH:14][C:13]([CH2:16][CH2:17][CH2:18][CH3:19])=[CH:12][CH:11]=1)[CH3:9])(C)(C)C.FC(F)(F)C(O)=O.[Cl:28]CCl. (4) Given the product [NH2:1][C:4]1[CH:16]=[CH:15][C:7]2[O:8][C:9]([CH3:13])([CH3:14])[O:10][C:11](=[O:12])[C:6]=2[CH:5]=1, predict the reactants needed to synthesize it. The reactants are: [N+:1]([C:4]1[CH:16]=[CH:15][C:7]2[O:8][C:9]([CH3:14])([CH3:13])[O:10][C:11](=[O:12])[C:6]=2[CH:5]=1)([O-])=O. (5) The reactants are: [F:1][C:2]([F:21])([F:20])[O:3][C:4]1[CH:9]=[CH:8][C:7]([C:10]2[CH:11]=[CH:12][C:13]3[O:17][N:16]=[C:15]([OH:18])[C:14]=3[CH:19]=2)=[CH:6][CH:5]=1.Br[CH2:23][C:24]1([CH3:28])[CH2:27][O:26][CH2:25]1.C(=O)([O-])[O-].[Cs+].[Cs+].O1C2C=CC=CC=2C=N1. Given the product [CH3:23][C:24]1([CH2:28][O:18][C:15]2[C:14]3[CH:19]=[C:10]([C:7]4[CH:8]=[CH:9][C:4]([O:3][C:2]([F:1])([F:20])[F:21])=[CH:5][CH:6]=4)[CH:11]=[CH:12][C:13]=3[O:17][N:16]=2)[CH2:27][O:26][CH2:25]1, predict the reactants needed to synthesize it. (6) Given the product [CH2:1]([C@@H:8]1[CH2:12][O:11][C:10](=[O:13])[N:38]1[C:40](=[O:39])[C@@H:41]([CH3:42])[CH2:29][C:30]1[CH:35]=[CH:34][C:33]([Cl:37])=[CH:32][CH:31]=1)[C:2]1[CH:3]=[CH:4][CH:5]=[CH:6][CH:7]=1, predict the reactants needed to synthesize it. The reactants are: [CH2:1]([C@@H:8]1[CH2:12][O:11][C:10](=[O:13])N1C(=O)CC)[C:2]1[CH:7]=[CH:6][CH:5]=[CH:4][CH:3]=1.C[Si](C)(C)[N-][Si](C)(C)C.[Na+].Cl[CH:29](Br)[C:30]1[CH:35]=[CH:34][CH:33]=[CH:32][CH:31]=1.[Cl-:37].[NH4+:38].[O:39]1C[CH2:42][CH2:41][CH2:40]1. (7) Given the product [OH:4][C:5]1[CH:10]=[CH:9][C:8]([CH:11]2[CH2:16][CH2:15][N:14]([C:17]([O:19][CH2:20][C:21]3[CH:22]=[CH:23][CH:24]=[CH:25][CH:26]=3)=[O:18])[CH2:13][CH:12]2[O:27][CH2:28][C:29]2[CH:30]=[CH:31][C:32]3[O:37][CH2:36][C:35](=[O:38])[N:34]([CH2:39][CH2:40][CH2:41][O:42][CH3:43])[C:33]=3[CH:44]=2)=[CH:7][CH:6]=1, predict the reactants needed to synthesize it. The reactants are: C([O:4][C:5]1[CH:10]=[CH:9][C:8]([CH:11]2[CH2:16][CH2:15][N:14]([C:17]([O:19][CH2:20][C:21]3[CH:26]=[CH:25][CH:24]=[CH:23][CH:22]=3)=[O:18])[CH2:13][CH:12]2[O:27][CH2:28][C:29]2[CH:30]=[CH:31][C:32]3[O:37][CH2:36][C:35](=[O:38])[N:34]([CH2:39][CH2:40][CH2:41][O:42][CH3:43])[C:33]=3[CH:44]=2)=[CH:7][CH:6]=1)C=C.C(=O)([O-])[O-].[K+].[K+]. (8) Given the product [F:1][C:2]1[CH:3]=[CH:4][CH:5]=[CH:6][C:7]=1[O:37][CH2:36][CH:33]1[CH2:32][N:29]2[CH2:30][CH2:31][N:26]([C:14]3[N:13]=[C:12]([NH2:11])[N:17]4[N:18]=[C:19]([C:21]5[O:22][CH:23]=[CH:24][CH:25]=5)[N:20]=[C:16]4[N:15]=3)[CH2:27][CH:28]2[CH2:35][CH2:34]1, predict the reactants needed to synthesize it. The reactants are: [F:1][C:2]1[CH:3]=[C:4](O)[CH:5]=[CH:6][CH:7]=1.[H-].[Na+].[NH2:11][C:12]1[N:17]2[N:18]=[C:19]([C:21]3[O:22][CH:23]=[CH:24][CH:25]=3)[N:20]=[C:16]2[N:15]=[C:14]([N:26]2[CH2:31][CH2:30][N:29]3[CH2:32][CH:33]([CH2:36][O:37]S(C)(=O)=O)[CH2:34][CH2:35][CH:28]3[CH2:27]2)[N:13]=1. (9) Given the product [CH2:1]([O:4][NH:5][C@H:18]1[CH2:23][NH:22][C@H:21]([C:24]([NH2:26])=[O:25])[CH:20]=[C:19]1[CH:27]([CH3:29])[CH3:28])[CH:2]=[CH2:3], predict the reactants needed to synthesize it. The reactants are: [CH2:1]([O:4][N:5]([C@H:18]1[CH2:23][NH:22][C@H:21]([C:24]([NH2:26])=[O:25])[CH:20]=[C:19]1[CH:27]([CH3:29])[CH3:28])S(C1C=CC=CC=1[N+]([O-])=O)(=O)=O)[CH:2]=[CH2:3].C(ON[C@H]1CN[C@@H](C(N)=O)C=C1C)C=C.